This data is from Forward reaction prediction with 1.9M reactions from USPTO patents (1976-2016). The task is: Predict the product of the given reaction. (1) Given the reactants [Cl:1][C:2]1[CH:3]=[C:4]([CH:8]=[CH:9][C:10]=1[Cl:11])[C:5]([OH:7])=O.[OH:12]N1C2C=CC=CC=2N=N1.Cl.CN(C)CCCN=C=NCC.C([N:37]([CH2:41][CH3:42])[CH:38]([CH3:40])C)(C)C.N1CCO[C@@H]([CH2:49][NH:50][C:51](=[O:57])[O:52][C:53]([CH3:56])([CH3:55])[CH3:54])C1, predict the reaction product. The product is: [Cl:1][C:2]1[CH:3]=[C:4]([CH:8]=[CH:9][C:10]=1[Cl:11])[C:5]([N:37]1[CH2:38][CH2:40][O:12][C@H:42]([N:50]([CH3:49])[C:51](=[O:57])[O:52][C:53]([CH3:56])([CH3:55])[CH3:54])[CH2:41]1)=[O:7]. (2) Given the reactants [NH:1]1[C:9]2[C:4](=[C:5]([C:10]3[N:11]=[C:12]([N:22]4[CH2:27][CH2:26][O:25][CH2:24][CH2:23]4)[C:13]4[S:18][C:17]([C:19](O)=[O:20])=[CH:16][C:14]=4[N:15]=3)[CH:6]=[CH:7][CH:8]=2)[CH:3]=[N:2]1.[CH3:28][NH:29][CH:30]1[CH2:34][CH2:33][NH:32][CH2:31]1, predict the reaction product. The product is: [NH:1]1[C:9]2[C:4](=[C:5]([C:10]3[N:11]=[C:12]([N:22]4[CH2:27][CH2:26][O:25][CH2:24][CH2:23]4)[C:13]4[S:18][C:17]([C:19]([N:32]5[CH2:33][CH2:34][CH:30]([NH:29][CH3:28])[CH2:31]5)=[O:20])=[CH:16][C:14]=4[N:15]=3)[CH:6]=[CH:7][CH:8]=2)[CH:3]=[N:2]1. (3) The product is: [I:14][C:12]1[CH:13]=[C:8]2[N:7]=[C:6]([NH2:5])[N:15]([CH:16]([C:18]3[CH:23]=[CH:22][C:21]([O:24][CH2:25][C:26]4[CH:27]=[N:28][C:29]([C:32]([F:33])([F:34])[F:35])=[CH:30][CH:31]=4)=[C:20]([O:36][CH3:37])[CH:19]=3)[CH3:17])[C:9]2=[N:10][CH:11]=1. Given the reactants C(OC(=O)[NH:5][C:6]1[N:15]([CH:16]([C:18]2[CH:23]=[CH:22][C:21]([O:24][CH2:25][C:26]3[CH:27]=[N:28][C:29]([C:32]([F:35])([F:34])[F:33])=[CH:30][CH:31]=3)=[C:20]([O:36][CH3:37])[CH:19]=2)[CH3:17])[C:9]2=[N:10][CH:11]=[C:12]([I:14])[CH:13]=[C:8]2[N:7]=1)C.[O-]P([O-])([O-])=O.[K+].[K+].[K+], predict the reaction product. (4) Given the reactants Cl([O-])=O.[Na+].[CH2:5]([O:12][C:13]1[CH:20]=[CH:19][C:16]([CH:17]=[O:18])=[C:15]([CH:21]([CH3:23])[CH3:22])[CH:14]=1)[C:6]1[CH:11]=[CH:10][CH:9]=[CH:8][CH:7]=1.P([O-])(O)(O)=[O:25].[K+].CC(=CC)C, predict the reaction product. The product is: [CH2:5]([O:12][C:13]1[CH:20]=[CH:19][C:16]([C:17]([OH:25])=[O:18])=[C:15]([CH:21]([CH3:23])[CH3:22])[CH:14]=1)[C:6]1[CH:7]=[CH:8][CH:9]=[CH:10][CH:11]=1. (5) Given the reactants Cl[C:2]1[C:3]([C:25]2[C:33]3[C:28](=[CH:29][CH:30]=[CH:31][CH:32]=3)[N:27]([CH3:34])[CH:26]=2)=[N:4][C:5]([NH:8][C:9]2[CH:10]=[C:11]([NH2:24])[C:12]([N:17]3[CH2:22][CH2:21][N:20]([CH3:23])[CH2:19][CH2:18]3)=[CH:13][C:14]=2[O:15][CH3:16])=[N:6][CH:7]=1.C1(P(C2CCCCC2)C2C=CC=CC=2C2C(C(C)C)=CC(C(C)C)=CC=2C(C)C)CCCCC1.[C:69]([Zn]C#N)#[N:70].CC(N(C)C)=O, predict the reaction product. The product is: [NH2:24][C:11]1[C:12]([N:17]2[CH2:22][CH2:21][N:20]([CH3:23])[CH2:19][CH2:18]2)=[CH:13][C:14]([O:15][CH3:16])=[C:9]([NH:8][C:5]2[N:4]=[C:3]([C:25]3[C:33]4[C:28](=[CH:29][CH:30]=[CH:31][CH:32]=4)[N:27]([CH3:34])[CH:26]=3)[C:2]([C:69]#[N:70])=[CH:7][N:6]=2)[CH:10]=1.